Dataset: Full USPTO retrosynthesis dataset with 1.9M reactions from patents (1976-2016). Task: Predict the reactants needed to synthesize the given product. Given the product [CH2:22]([O:29][CH2:30][CH:31]([CH2:32][O:33][CH2:34][C:35]1[CH:36]=[CH:37][CH:38]=[CH:39][CH:40]=1)[O:19][C:16]1[CH:17]=[CH:18][C:13]([C@@H:9]([NH:8][C:6]([O:5][C:1]([CH3:4])([CH3:2])[CH3:3])=[O:7])[C:10]([OH:12])=[O:11])=[CH:14][CH:15]=1)[C:23]1[CH:24]=[CH:25][CH:26]=[CH:27][CH:28]=1, predict the reactants needed to synthesize it. The reactants are: [C:1]([O:5][C:6]([NH:8][C@H:9]([C:13]1[CH:18]=[CH:17][C:16]([OH:19])=[CH:15][CH:14]=1)[C:10]([OH:12])=[O:11])=[O:7])([CH3:4])([CH3:3])[CH3:2].[H-].[Na+].[CH2:22]([O:29][CH2:30][CH:31](OS(C1C=C(Cl)C=CC=1Cl)(=O)=O)[CH2:32][O:33][CH2:34][C:35]1[CH:40]=[CH:39][CH:38]=[CH:37][CH:36]=1)[C:23]1[CH:28]=[CH:27][CH:26]=[CH:25][CH:24]=1.Cl.